From a dataset of Reaction yield outcomes from USPTO patents with 853,638 reactions. Predict the reaction yield, written as a fraction of the theoretical maximum amount of product (1.0 means a 100% yield; for example, 0.34 means a 34% yield). (1) The reactants are [CH2:1]([C:3]1[S:7][C:6]([C:8]([O:10][CH3:11])=[O:9])=[CH:5][C:4]=1[C:12]1[N:16]([CH3:17])[N:15]=[CH:14][CH:13]=1)[CH3:2].[Br:18]N1C(=O)CCC1=O. The catalyst is O1CCCC1. The product is [Br:18][C:13]1[CH:14]=[N:15][N:16]([CH3:17])[C:12]=1[C:4]1[CH:5]=[C:6]([C:8]([O:10][CH3:11])=[O:9])[S:7][C:3]=1[CH2:1][CH3:2]. The yield is 0.890. (2) The yield is 0.520. The product is [CH2:1]([S:8]([C:9]1[C:10](=[O:17])[N:11]([CH2:15][CH3:16])[CH:12]=[CH:13][N:14]=1)(=[O:20])=[O:27])[C:2]1[CH:7]=[CH:6][CH:5]=[CH:4][CH:3]=1. The catalyst is O1CCCC1. The reactants are [CH2:1]([S:8][C:9]1[C:10](=[O:17])[N:11]([CH2:15][CH3:16])[CH:12]=[CH:13][N:14]=1)[C:2]1[CH:7]=[CH:6][CH:5]=[CH:4][CH:3]=1.[Na].S([O-])(O[O-])(=O)=[O:20].[K+].[K+].[OH2:27]. (3) The reactants are [Cl:1][C:2]1[C:7]([C:8]2[CH:13]=[C:12]([S:14]([CH2:17][CH3:18])(=[O:16])=[O:15])[CH:11]=[CH:10][C:9]=2F)=[CH:6][N:5]([CH3:20])[C:4](=[O:21])[CH:3]=1.[I:22][C:23]1[CH:28]=[CH:27][CH:26]=[CH:25][C:24]=1[OH:29].C(=O)([O-])[O-].[Cs+].[Cs+]. The catalyst is CS(C)=O. The product is [Cl:1][C:2]1[C:7]([C:8]2[CH:13]=[C:12]([S:14]([CH2:17][CH3:18])(=[O:16])=[O:15])[CH:11]=[CH:10][C:9]=2[O:29][C:24]2[CH:25]=[CH:26][CH:27]=[CH:28][C:23]=2[I:22])=[CH:6][N:5]([CH3:20])[C:4](=[O:21])[CH:3]=1. The yield is 0.622. (4) The reactants are [CH3:1][C:2]1[C:10]([CH3:11])=[CH:9][CH:8]=[CH:7][C:3]=1[C:4]([OH:6])=O.[NH2:12][C:13]1[CH:18]=[CH:17][C:16]([N:19]2[C:25]3[CH:26]=[CH:27][CH:28]=[C:29]([CH3:30])[C:24]=3[NH:23][C:22](=[O:31])[CH2:21][C:20]2=[O:32])=[CH:15][CH:14]=1.CC1C(C)=CC=CC=1C(Cl)=O. No catalyst specified. The product is [CH3:1][C:2]1[C:10]([CH3:11])=[CH:9][CH:8]=[CH:7][C:3]=1[C:4]([NH:12][C:13]1[CH:18]=[CH:17][C:16]([N:19]2[C:25]3[CH:26]=[CH:27][CH:28]=[C:29]([CH3:30])[C:24]=3[NH:23][C:22](=[O:31])[CH2:21][C:20]2=[O:32])=[CH:15][CH:14]=1)=[O:6]. The yield is 0.920. (5) The reactants are Br[C:2]1[CH:17]=[CH:16][C:5]([O:6][CH2:7][CH2:8][N:9]2[CH2:14][CH2:13][N:12]([CH3:15])[CH2:11][CH2:10]2)=[CH:4][C:3]=1[F:18].[B:19]1([B:19]2[O:23][C:22]([CH3:25])([CH3:24])[C:21]([CH3:27])([CH3:26])[O:20]2)[O:23][C:22]([CH3:25])([CH3:24])[C:21]([CH3:27])([CH3:26])[O:20]1.C([O-])(=O)C.[K+].N#N. The catalyst is C1C=CC(P(C2C=CC=CC=2)[C-]2C=CC=C2)=CC=1.C1C=CC(P(C2C=CC=CC=2)[C-]2C=CC=C2)=CC=1.Cl[Pd]Cl.[Fe+2].C(Cl)Cl.COCCOC. The product is [F:18][C:3]1[CH:4]=[C:5]([CH:16]=[CH:17][C:2]=1[B:19]1[O:23][C:22]([CH3:25])([CH3:24])[C:21]([CH3:27])([CH3:26])[O:20]1)[O:6][CH2:7][CH2:8][N:9]1[CH2:14][CH2:13][N:12]([CH3:15])[CH2:11][CH2:10]1. The yield is 0.720.